Predict the reactants needed to synthesize the given product. From a dataset of Full USPTO retrosynthesis dataset with 1.9M reactions from patents (1976-2016). (1) The reactants are: C(OC(=O)[N:7]([CH2:35][C:36]1[CH:41]=[CH:40][CH:39]=[CH:38][CH:37]=1)[CH2:8][CH:9]([C:31](=[O:34])[NH:32][OH:33])[CH:10]([OH:30])[C:11]1[CH:16]=[CH:15][C:14]([O:17][CH2:18][C:19]2[C:28]3[C:23](=[CH:24][CH:25]=[CH:26][CH:27]=3)[N:22]=[C:21]([CH3:29])[CH:20]=2)=[CH:13][CH:12]=1)(C)(C)C.C(O)(C(F)(F)F)=O. Given the product [CH2:35]([NH:7][CH2:8][CH:9]([CH:10]([OH:30])[C:11]1[CH:16]=[CH:15][C:14]([O:17][CH2:18][C:19]2[C:28]3[C:23](=[CH:24][CH:25]=[CH:26][CH:27]=3)[N:22]=[C:21]([CH3:29])[CH:20]=2)=[CH:13][CH:12]=1)[C:31]([NH:32][OH:33])=[O:34])[C:36]1[CH:37]=[CH:38][CH:39]=[CH:40][CH:41]=1, predict the reactants needed to synthesize it. (2) Given the product [NH2:19][CH2:18][C:10]1([C:7]2[CH:6]=[CH:5][C:4]([CH:1]([OH:3])[CH3:2])=[N:9][CH:8]=2)[CH2:15][CH2:14][C:13]([F:17])([F:16])[CH2:12][CH2:11]1, predict the reactants needed to synthesize it. The reactants are: [C:1]([C:4]1[N:9]=[CH:8][C:7]([C:10]2([C:18]#[N:19])[CH2:15][CH2:14][C:13]([F:17])([F:16])[CH2:12][CH2:11]2)=[CH:6][CH:5]=1)(=[O:3])[CH3:2].[BH4-].[Na+].